From a dataset of Full USPTO retrosynthesis dataset with 1.9M reactions from patents (1976-2016). Predict the reactants needed to synthesize the given product. (1) Given the product [CH2:1]([C:3]1[CH:4]=[C:5]([NH:9][C:10]([NH2:12])=[S:11])[CH:6]=[CH:7][CH:8]=1)[CH3:2], predict the reactants needed to synthesize it. The reactants are: [CH2:1]([C:3]1[CH:4]=[C:5]([N:9]=[C:10]=[S:11])[CH:6]=[CH:7][CH:8]=1)[CH3:2].[NH3:12]. (2) Given the product [CH3:1][CH:2]([CH3:22])[CH2:3][C@H:4]([N:16]1[CH2:17][CH2:18][O:19][CH2:20][CH2:21]1)[C:5]([NH:7][C@H:8]1[C@H:15]2[C@H:11]([CH2:12][N:13]([S:38]([C:34]3[CH:35]=[CH:36][CH:37]=[C:32]([C:31]([F:30])([F:42])[F:43])[CH:33]=3)(=[O:40])=[O:39])[CH2:14]2)[CH2:10][CH2:9]1)=[O:6], predict the reactants needed to synthesize it. The reactants are: [CH3:1][CH:2]([CH3:22])[CH2:3][C@H:4]([N:16]1[CH2:21][CH2:20][O:19][CH2:18][CH2:17]1)[C:5]([NH:7][C@H:8]1[C@H:15]2[C@H:11]([CH2:12][NH:13][CH2:14]2)[CH2:10][CH2:9]1)=[O:6].C(N(CC)CC)C.[F:30][C:31]([F:43])([F:42])[C:32]1[CH:33]=[C:34]([S:38](Cl)(=[O:40])=[O:39])[CH:35]=[CH:36][CH:37]=1. (3) Given the product [F:25][C:19]1[C:18]([F:26])=[CH:17][CH:16]=[C:15]([NH:7][C:5]2[N:4]([C:8]3[CH:13]=[CH:12][CH:11]=[CH:10][N:9]=3)[N:3]=[C:2]([CH3:1])[CH:6]=2)[C:20]=1[C:21]([O:23][CH3:24])=[O:22], predict the reactants needed to synthesize it. The reactants are: [CH3:1][C:2]1[CH:6]=[C:5]([NH2:7])[N:4]([C:8]2[CH:13]=[CH:12][CH:11]=[CH:10][N:9]=2)[N:3]=1.Br[C:15]1[C:20]([C:21]([O:23][CH3:24])=[O:22])=[C:19]([F:25])[C:18]([F:26])=[CH:17][CH:16]=1.C(=O)([O-])[O-].[K+].[K+].O. (4) Given the product [Cl:17][C:11]1[C:12]([N:14]([CH3:16])[CH3:15])=[CH:13][C:8]2[N:7]=[C:21]([C:23]3[CH:24]=[C:25]([CH:26]=[CH:27][CH:28]=3)[C:29]#[N:30])[CH2:20][C:19](=[O:31])[NH:18][C:9]=2[CH:10]=1, predict the reactants needed to synthesize it. The reactants are: C(OC(=O)[NH:7][C:8]1[CH:13]=[C:12]([N:14]([CH3:16])[CH3:15])[C:11]([Cl:17])=[CH:10][C:9]=1[NH:18][C:19](=[O:31])[CH2:20][C:21]([C:23]1[CH:28]=[CH:27][CH:26]=[C:25]([C:29]#[N:30])[CH:24]=1)=O)(C)(C)C.C(O)(C(F)(F)F)=O.